From a dataset of Catalyst prediction with 721,799 reactions and 888 catalyst types from USPTO. Predict which catalyst facilitates the given reaction. (1) Reactant: [NH2:1][C:2]1[CH:10]=[CH:9][C:8]([O:11][CH3:12])=[CH:7][C:3]=1[C:4]([NH2:6])=[O:5].[OH:13][CH2:14][CH2:15][O:16][C:17]1[C:24]([CH3:25])=[CH:23][C:20]([CH:21]=O)=[CH:19][C:18]=1[CH3:26].S([O-])(O)=O.[Na+].O.C1(C)C=CC(S(O)(=O)=O)=CC=1. Product: [OH:13][CH2:14][CH2:15][O:16][C:17]1[C:24]([CH3:25])=[CH:23][C:20]([C:21]2[NH:6][C:4](=[O:5])[C:3]3[C:2](=[CH:10][CH:9]=[C:8]([O:11][CH3:12])[CH:7]=3)[N:1]=2)=[CH:19][C:18]=1[CH3:26]. The catalyst class is: 80. (2) Reactant: [C:1]1([CH2:7][C:8]#[C:9][CH2:10][OH:11])[CH:6]=[CH:5][CH:4]=[CH:3][CH:2]=1.II. Product: [C:1]1([CH2:7][C:8]#[C:9][CH:10]=[O:11])[CH:6]=[CH:5][CH:4]=[CH:3][CH:2]=1. The catalyst class is: 177. (3) Product: [Cl:1][CH2:2][CH2:3][CH2:4][S:5]([O:8][CH2:9][C:10]([CH3:26])([CH3:27])[C@@H:11]([O:18][Si:19]([CH3:25])([CH3:24])[C:20]([CH3:22])([CH3:21])[CH3:23])[CH:12]=[O:30])(=[O:6])=[O:7]. Reactant: [Cl:1][CH2:2][CH2:3][CH2:4][S:5]([O:8][CH2:9][C:10]([CH3:27])([CH3:26])[C@@H:11]([O:18][Si:19]([CH3:25])([CH3:24])[C:20]([CH3:23])([CH3:22])[CH3:21])/[CH:12]=C/C(OC)=O)(=[O:7])=[O:6].O=O.[O:30]=[O+][O-].CSC. The catalyst class is: 4. (4) Reactant: [N:1]1([C:7]2[N:12]3[CH:13]=[C:14]([CH2:16][OH:17])[N:15]=[C:11]3[CH:10]=[CH:9][CH:8]=2)[CH2:6][CH2:5][O:4][CH2:3][CH2:2]1. Product: [N:1]1([C:7]2[N:12]3[CH:13]=[C:14]([CH:16]=[O:17])[N:15]=[C:11]3[CH:10]=[CH:9][CH:8]=2)[CH2:6][CH2:5][O:4][CH2:3][CH2:2]1. The catalyst class is: 428. (5) Reactant: C(OC([NH:11][C@@H:12]([CH2:17][C:18]([F:24])([F:23])[CH2:19][CH:20]1[CH2:22][CH2:21]1)[C:13]([O:15][CH3:16])=[O:14])=O)C1C=CC=CC=1.[ClH:25]. The catalyst class is: 12. Product: [ClH:25].[NH2:11][C@@H:12]([CH2:17][C:18]([F:23])([F:24])[CH2:19][CH:20]1[CH2:22][CH2:21]1)[C:13]([O:15][CH3:16])=[O:14]. (6) Reactant: COC1C=CC(C[N:8]2[C:12]3[N:13]=[CH:14][C:15]4[CH2:16][CH2:17][C:18]5[N:23]([C:24]6[CH:29]=[CH:28][CH:27]=[CH:26][CH:25]=6)[N:22]=[CH:21][C:19]=5[C:20]=4[C:11]=3[CH:10]=[N:9]2)=CC=1.O.C(=O)([O-])[O-].[K+].[K+]. Product: [C:24]1([N:23]2[C:18]3[CH2:17][CH2:16][C:15]4[CH:14]=[N:13][C:12]5[NH:8][N:9]=[CH:10][C:11]=5[C:20]=4[C:19]=3[CH:21]=[N:22]2)[CH:25]=[CH:26][CH:27]=[CH:28][CH:29]=1. The catalyst class is: 55. (7) Reactant: [CH3:1][C:2]1[C:7]([N+:8]([O-])=O)=[C:6]([NH2:11])[CH:5]=[C:4]([N:12]2[CH2:17][CH2:16][O:15][CH2:14][CH2:13]2)[N:3]=1.[H][H].[I:20][C:21]1[CH:26]=[CH:25][N:24]=[C:23]([O:27][CH3:28])[C:22]=1[CH:29]=O. Product: [I:20][C:21]1[CH:26]=[CH:25][N:24]=[C:23]([O:27][CH3:28])[C:22]=1[C:29]1[NH:11][C:6]2[CH:5]=[C:4]([N:12]3[CH2:17][CH2:16][O:15][CH2:14][CH2:13]3)[N:3]=[C:2]([CH3:1])[C:7]=2[N:8]=1. The catalyst class is: 43. (8) Reactant: [CH3:1][N:2]([CH3:24])[C:3]1[CH:8]=[CH:7][N:6]=[C:5]([N:9]2[C@@H:16]3[C@@H:11]([CH2:12][CH2:13][N:14](C(OC(C)(C)C)=O)[CH2:15]3)[CH2:10]2)[CH:4]=1.C(O)(C(F)(F)F)=O. Product: [C@@H:16]12[N:9]([C:5]3[CH:4]=[C:3]([N:2]([CH3:24])[CH3:1])[CH:8]=[CH:7][N:6]=3)[CH2:10][C@@H:11]1[CH2:12][CH2:13][NH:14][CH2:15]2. The catalyst class is: 2. (9) Reactant: [CH3:1][CH2:2][O-:3].[Na+].[CH2:5]([OH:7])[CH3:6].C(O[CH2:12][C:13]1[CH:18]=[CH:17][C:16]([N:19]([C:28]2[CH:33]=[CH:32][CH:31]=[CH:30][CH:29]=2)[C:20]2[CH:25]=[CH:24][C:23]([CH:26]=[O:27])=[CH:22][CH:21]=2)=[CH:15][CH:14]=1)(=O)C.[Br-].C([P+](CCCC)(CCCC)CC1OCCO1)CCC.Cl. Product: [C:2]([O:27][CH2:26][C:23]1[CH:24]=[CH:25][C:20]([N:19]([C:16]2[CH:15]=[CH:14][C:13]([CH:12]=[CH:6][CH:5]=[O:7])=[CH:18][CH:17]=2)[C:28]2[CH:33]=[CH:32][CH:31]=[CH:30][CH:29]=2)=[CH:21][CH:22]=1)(=[O:3])[CH3:1]. The catalyst class is: 3. (10) Reactant: [Cl:1][C:2]1[CH:10]=[C:9]([O:11][CH3:12])[C:8]([N+:13]([O-:15])=[O:14])=[CH:7][C:3]=1[C:4](O)=[O:5].C(Cl)(=O)C([Cl:19])=O. Product: [Cl:1][C:2]1[CH:10]=[C:9]([O:11][CH3:12])[C:8]([N+:13]([O-:15])=[O:14])=[CH:7][C:3]=1[C:4]([Cl:19])=[O:5]. The catalyst class is: 139.